Dataset: Catalyst prediction with 721,799 reactions and 888 catalyst types from USPTO. Task: Predict which catalyst facilitates the given reaction. (1) Reactant: FC(F)(F)C(O)=O.C(O[BH-](OC(=O)C)OC(=O)C)(=O)C.[Na+].[F:22][C:23]1[CH:24]=[C:25]([S:30][C:31]2[CH:32]=[C:33]3[C:39]([NH2:40])=[N:38][NH:37][C:34]3=[N:35][CH:36]=2)[CH:26]=[C:27]([F:29])[CH:28]=1.[CH3:41][N:42]1[CH2:47][CH2:46][N:45]([C:48]2[CH:55]=[CH:54][C:51]([CH:52]=O)=[CH:50][CH:49]=2)[CH2:44][CH2:43]1. Product: [F:22][C:23]1[CH:24]=[C:25]([S:30][C:31]2[CH:32]=[C:33]3[C:39]([NH:40][CH2:52][C:51]4[CH:50]=[CH:49][C:48]([N:45]5[CH2:44][CH2:43][N:42]([CH3:41])[CH2:47][CH2:46]5)=[CH:55][CH:54]=4)=[N:38][NH:37][C:34]3=[N:35][CH:36]=2)[CH:26]=[C:27]([F:29])[CH:28]=1. The catalyst class is: 217. (2) Reactant: Cl[C:2]1[CH:7]=[C:6]([O:8][CH:9]2[CH2:14][CH2:13][O:12][CH2:11][CH2:10]2)[CH:5]=[CH:4][N:3]=1.Cl.Cl.[NH:17]1[CH2:20][CH:19]([C:21]2[NH:25][C:24]3[CH:26]=[CH:27][C:28]([Cl:30])=[CH:29][C:23]=3[N:22]=2)[CH2:18]1.C(=O)([O-])[O-].[Cs+].[Cs+].[Cl-].[NH4+]. Product: [Cl:30][C:28]1[CH:27]=[CH:26][C:24]2[NH:25][C:21]([CH:19]3[CH2:18][N:17]([C:2]4[CH:7]=[C:6]([O:8][CH:9]5[CH2:14][CH2:13][O:12][CH2:11][CH2:10]5)[CH:5]=[CH:4][N:3]=4)[CH2:20]3)=[N:22][C:23]=2[CH:29]=1. The catalyst class is: 514. (3) Product: [S:3]1[CH:7]=[C:6]([CH2:8][CH2:9][CH2:10][OH:11])[N:5]=[CH:4]1. The catalyst class is: 5. Reactant: [BH4-].[Na+].[S:3]1[CH:7]=[C:6]([CH2:8][CH2:9][CH:10]=[O:11])[N:5]=[CH:4]1. (4) The catalyst class is: 22. Reactant: [CH2:1]([O:8][CH2:9][C:10]1[O:14][N:13]=[C:12]([C:15]([OH:17])=O)[CH:11]=1)[C:2]1[CH:7]=[CH:6][CH:5]=[CH:4][CH:3]=1.O1CCCC1.[O:23]1[CH2:28][CH2:27][CH:26]([NH2:29])[CH2:25][CH2:24]1.ON1C2C=CC=CC=2N=N1.Cl.C(N=C=NCCCN(C)C)C.Cl. Product: [O:23]1[CH2:28][CH2:27][CH:26]([NH:29][C:15]([C:12]2[CH:11]=[C:10]([CH2:9][O:8][CH2:1][C:2]3[CH:3]=[CH:4][CH:5]=[CH:6][CH:7]=3)[O:14][N:13]=2)=[O:17])[CH2:25][CH2:24]1. (5) Reactant: [Cl:1][C:2]1[CH:7]=[CH:6][C:5]([OH:8])=[CH:4][C:3]=1[C:9]([NH:11][CH2:12][C:13]1[CH:22]=[CH:21][C:16]([C:17]([O:19][CH3:20])=[O:18])=[CH:15][CH:14]=1)=[O:10].C1(P(C2C=CC=CC=2)C2C=CC=CC=2)C=CC=CC=1.[CH3:42][C:43]1[C:48]([CH2:49]O)=[CH:47][CH:46]=[CH:45][N:44]=1.CC(OC(/N=N/C(OC(C)C)=O)=O)C. Product: [Cl:1][C:2]1[CH:7]=[CH:6][C:5]([O:8][CH2:49][C:48]2[C:43]([CH3:42])=[N:44][CH:45]=[CH:46][CH:47]=2)=[CH:4][C:3]=1[C:9]([NH:11][CH2:12][C:13]1[CH:14]=[CH:15][C:16]([C:17]([O:19][CH3:20])=[O:18])=[CH:21][CH:22]=1)=[O:10]. The catalyst class is: 36. (6) Reactant: CN([C:4]([O:8]N1N=NC2C=CC=NC1=2)=[N+](C)C)C.F[P-](F)(F)(F)(F)F.[O:25]1[CH:29]=[CH:28][CH:27]=[C:26]1[C:30]([OH:32])=O.CC[N:35](CC)CC.[NH2:40][C:41]12[C:58](=[O:59])[C:57]3[C:52](=[CH:53][CH:54]=[CH:55][CH:56]=3)[C:42]1([OH:60])[O:43][C:44]1[CH:49]=[C:48]([O:50][CH3:51])[CH:47]=[CH:46][C:45]=12.[CH2:61]([O:63][C:64](=O)[CH3:65])[CH3:62]. Product: [O:63]1[CH:61]=[CH:62][CH:65]=[C:64]1[C:4]([O:60][C:42]12[C:52]3[C:57](=[C:56]([NH2:35])[CH:55]=[CH:54][CH:53]=3)[C:58](=[O:59])[C:41]1([NH:40][C:30]([C:26]1[O:25][CH:29]=[CH:28][CH:27]=1)=[O:32])[C:45]1[CH:46]=[CH:47][C:48]([O:50][CH3:51])=[CH:49][C:44]=1[O:43]2)=[O:8]. The catalyst class is: 9. (7) Reactant: Cl[C:2]1[C:11]2[C:6](=[CH:7][C:8]([O:14][CH2:15][CH2:16][O:17][CH3:18])=[C:9]([C:12]#[N:13])[CH:10]=2)[N:5]=[CH:4][CH:3]=1.[N+:19]([C:22]1[CH:27]=[CH:26][C:25]([OH:28])=[CH:24][CH:23]=1)([O-:21])=[O:20].N1C(C)=CC=CC=1C. Product: [C:12]([C:9]1[CH:10]=[C:11]2[C:6](=[CH:7][C:8]=1[O:14][CH2:15][CH2:16][O:17][CH3:18])[N:5]=[CH:4][CH:3]=[C:2]2[O:28][C:25]1[CH:26]=[CH:27][C:22]([N+:19]([O-:21])=[O:20])=[CH:23][CH:24]=1)#[N:13]. The catalyst class is: 13. (8) Product: [CH3:1][O:2][C:3]1[CH:4]=[C:5]([CH:30]=[CH:31][C:32]=1[O:33][CH3:34])[CH2:6][NH:7][C:8]1[N:13]2[N:14]=[C:15]([C:17]3[O:18][CH:19]=[CH:20][CH:21]=3)[N:16]=[C:12]2[CH:11]=[C:10]([C:22]2[CH:27]=[CH:26][C:25]([CH2:28][OH:29])=[CH:24][CH:23]=2)[N:9]=1. Reactant: [CH3:1][O:2][C:3]1[CH:4]=[C:5]([CH:30]=[CH:31][C:32]=1[O:33][CH3:34])[CH2:6][NH:7][C:8]1[N:13]2[N:14]=[C:15]([C:17]3[O:18][CH:19]=[CH:20][CH:21]=3)[N:16]=[C:12]2[CH:11]=[C:10]([C:22]2[CH:27]=[CH:26][C:25]([CH:28]=[O:29])=[CH:24][CH:23]=2)[N:9]=1.[BH4-].[Na+]. The catalyst class is: 5.